Dataset: Catalyst prediction with 721,799 reactions and 888 catalyst types from USPTO. Task: Predict which catalyst facilitates the given reaction. (1) Reactant: [NH2:1][C:2]1[CH:11]=[CH:10][CH:9]=[CH:8][C:3]=1[C:4]([O:6][CH3:7])=[O:5].N1C=CC=CC=1.[Cl:18][C:19]1[CH:20]=[C:21]([S:26](Cl)(=[O:28])=[O:27])[CH:22]=[CH:23][C:24]=1[Cl:25]. Product: [Cl:18][C:19]1[CH:20]=[C:21]([S:26]([NH:1][C:2]2[CH:11]=[CH:10][CH:9]=[CH:8][C:3]=2[C:4]([O:6][CH3:7])=[O:5])(=[O:27])=[O:28])[CH:22]=[CH:23][C:24]=1[Cl:25]. The catalyst class is: 2. (2) Reactant: C(Cl)CCl.[NH2:5][C:6]1[N:11]=[CH:10][C:9](/[CH:12]=[CH:13]/[C:14]([OH:16])=O)=[CH:8][CH:7]=1.[CH3:17][N:18]1[C:26]2[C:21](=[CH:22][CH:23]=[CH:24][CH:25]=2)[C:20]([CH2:27][NH:28][CH3:29])=[N:19]1.C1C=CC2N(O)N=NC=2C=1.O.CCN(CC)CC. Product: [NH2:5][C:6]1[N:11]=[CH:10][C:9](/[CH:12]=[CH:13]/[C:14]([N:28]([CH3:29])[CH2:27][C:20]2[C:21]3[C:26](=[CH:25][CH:24]=[CH:23][CH:22]=3)[N:18]([CH3:17])[N:19]=2)=[O:16])=[CH:8][CH:7]=1. The catalyst class is: 3. (3) Reactant: [Cl:1][C:2]1[CH:28]=[N:27][C:5]2[N:6]=[C:7]([N:13]3[CH2:17][CH2:16][C@@H:15]([N:18](C)[C:19](=O)OC(C)(C)C)[CH2:14]3)[C:8]3[N:9]([CH:10]=[N:11][N:12]=3)[C:4]=2[CH:3]=1.C(O)(C(F)(F)F)=O. Product: [Cl:1][C:2]1[CH:28]=[N:27][C:5]2[N:6]=[C:7]([N:13]3[CH2:17][CH2:16][C@@H:15]([NH:18][CH3:19])[CH2:14]3)[C:8]3[N:9]([CH:10]=[N:11][N:12]=3)[C:4]=2[CH:3]=1. The catalyst class is: 2. (4) Reactant: [CH:1]1([N:4]([CH:32]2[CH2:34][CH2:33]2)[C:5]([C:7]2[N:29]([CH2:30][CH3:31])[C:10]3=[N:11][C:12]([NH:19][C:20]4[S:21][C:22]([C:26](O)=[O:27])=[C:23]([CH3:25])[N:24]=4)=[C:13]4[N:17]=[CH:16][N:15]([CH3:18])[C:14]4=[C:9]3[CH:8]=2)=[O:6])[CH2:3][CH2:2]1.[CH3:35][NH:36][CH3:37].CN(C(ON1N=NC2C=CC=NC1=2)=[N+](C)C)C.F[P-](F)(F)(F)(F)F.N1C(C)=CC=CC=1C. Product: [CH:32]1([N:4]([CH:1]2[CH2:3][CH2:2]2)[C:5]([C:7]2[N:29]([CH2:30][CH3:31])[C:10]3=[N:11][C:12]([NH:19][C:20]4[S:21][C:22]([C:26]([N:36]([CH3:37])[CH3:35])=[O:27])=[C:23]([CH3:25])[N:24]=4)=[C:13]4[N:17]=[CH:16][N:15]([CH3:18])[C:14]4=[C:9]3[CH:8]=2)=[O:6])[CH2:33][CH2:34]1. The catalyst class is: 3. (5) Reactant: B(Br)(Br)Br.[Cl:5][C:6]1[CH:11]=[C:10]([I:12])[C:9]([O:13]C)=[CH:8][C:7]=1[C:15]1[CH:20]=[CH:19][CH:18]=[CH:17][C:16]=1[F:21]. Product: [Cl:5][C:6]1[C:7]([C:15]2[CH:20]=[CH:19][CH:18]=[CH:17][C:16]=2[F:21])=[CH:8][C:9]([OH:13])=[C:10]([I:12])[CH:11]=1. The catalyst class is: 4. (6) Product: [CH2:9]([S:10][C:12]1[C:17]([CH3:18])=[CH:16][CH:15]=[CH:14][N:13]=1)[C:3]1[CH:8]=[CH:7][CH:6]=[CH:5][CH:4]=1. The catalyst class is: 30. Reactant: [H-].[Na+].[C:3]1([CH2:9][SH:10])[CH:8]=[CH:7][CH:6]=[CH:5][CH:4]=1.Br[C:12]1[C:17]([CH3:18])=[CH:16][CH:15]=[CH:14][N:13]=1. (7) Reactant: [CH2:1]([NH:3][C:4](=[O:38])[NH:5][C:6]1[S:7][C:8]2[C:14]([C:15]3[CH:20]=[CH:19][CH:18]=[CH:17][N:16]=3)=[CH:13][C:12]([C:21]3[CH:30]=[N:29][C:28]4[NH:27][C:26](=[O:31])[C:25]([CH3:37])([C:32]([O:34]CC)=[O:33])[O:24][C:23]=4[CH:22]=3)=[CH:11][C:9]=2[N:10]=1)[CH3:2].[Li+].[OH-]. Product: [CH2:1]([NH:3][C:4]([NH:5][C:6]1[S:7][C:8]2[C:14]([C:15]3[CH:20]=[CH:19][CH:18]=[CH:17][N:16]=3)=[CH:13][C:12]([C:21]3[CH:30]=[N:29][C:28]4[NH:27][C:26](=[O:31])[C:25]([CH3:37])([C:32]([OH:34])=[O:33])[O:24][C:23]=4[CH:22]=3)=[CH:11][C:9]=2[N:10]=1)=[O:38])[CH3:2]. The catalyst class is: 1. (8) Reactant: [C:1]1([CH2:7][O:8][C:9]2[CH:10]=[C:11]([CH2:15][CH2:16][C:17]([O:19]CC3C=CC=CC=3)=[O:18])[CH:12]=[CH:13][CH:14]=2)[CH:6]=[CH:5][CH:4]=[CH:3][CH:2]=1.[OH-].[Na+]. Product: [C:1]1([CH2:7][O:8][C:9]2[CH:10]=[C:11]([CH2:15][CH2:16][C:17]([OH:19])=[O:18])[CH:12]=[CH:13][CH:14]=2)[CH:6]=[CH:5][CH:4]=[CH:3][CH:2]=1. The catalyst class is: 8. (9) Product: [CH3:1][O:2][C:3]([C:5]1[C:6]([OH:25])=[C:7]2[C:12](=[CH:13][N:14]=1)[N:11]([C@@H:15]([C:17]1[CH:22]=[CH:21][CH:20]=[CH:19][CH:18]=1)[CH3:16])[C:10](=[O:23])[C:9]([C:26]1[CH:31]=[CH:30][CH:29]=[CH:28][CH:27]=1)=[CH:8]2)=[O:4]. The catalyst class is: 510. Reactant: [CH3:1][O:2][C:3]([C:5]1[C:6]([OH:25])=[C:7]2[C:12](=[CH:13][N:14]=1)[N:11]([C@@H:15]([C:17]1[CH:22]=[CH:21][CH:20]=[CH:19][CH:18]=1)[CH3:16])[C:10](=[O:23])[C:9](Br)=[CH:8]2)=[O:4].[C:26]1([Sn](CCCC)(CCCC)CCCC)[CH:31]=[CH:30][CH:29]=[CH:28][CH:27]=1.CCOC(C)=O.Cl. (10) Reactant: CCN(C(C)C)C(C)C.[C:10]1([N:16]2[CH:20]=[C:19]([C:21]([NH:23][CH2:24][C:25]([OH:27])=O)=[O:22])[N:18]=[CH:17]2)[CH:15]=[CH:14][CH:13]=[CH:12][CH:11]=1.C1(N2C=C(C(O)=O)N=C2)C=CC=CC=1.C1C=CC2N(O)N=NC=2C=1.CCN=C=NCCCN(C)C.Cl.[F:64][C:65]1[CH:66]=[C:67]([CH:73]=[C:74]([C:76]([F:79])([F:78])[F:77])[CH:75]=1)[O:68][CH:69]1[CH2:72][NH:71][CH2:70]1.Cl.FC(F)(F)C1C=C(C=CC=1)OC1CNC1. Product: [F:64][C:65]1[CH:66]=[C:67]([CH:73]=[C:74]([C:76]([F:78])([F:77])[F:79])[CH:75]=1)[O:68][CH:69]1[CH2:72][N:71]([C:25](=[O:27])[CH2:24][NH:23][C:21]([C:19]2[N:18]=[CH:17][N:16]([C:10]3[CH:11]=[CH:12][CH:13]=[CH:14][CH:15]=3)[CH:20]=2)=[O:22])[CH2:70]1. The catalyst class is: 3.